This data is from Catalyst prediction with 721,799 reactions and 888 catalyst types from USPTO. The task is: Predict which catalyst facilitates the given reaction. (1) Reactant: [Cl:1][C:2]1[N:7]=[C:6]([C:8]2[S:12][C:11]([CH:13]([CH3:15])[CH3:14])=[N:10][C:9]=2[C:16]2[CH:17]=[C:18]([NH:22][S:23]([C:26]3[CH:31]=[CH:30][CH:29]=[C:28]([F:32])[CH:27]=3)(=[O:25])=[O:24])[CH:19]=[CH:20][CH:21]=2)[CH:5]=[CH:4][N:3]=1.[C:33]([N:36]1[CH2:41][CH2:40][N:39]([C:42]2[N:47]=[CH:46][C:45]([NH2:48])=[CH:44][CH:43]=2)[CH2:38][CH2:37]1)(=[O:35])[CH3:34]. Product: [C:33]([N:36]1[CH2:37][CH2:38][N:39]([C:42]2[N:47]=[CH:46][C:45]([NH:48][C:2]3[N:7]=[C:6]([C:8]4[S:12][C:11]([CH:13]([CH3:14])[CH3:15])=[N:10][C:9]=4[C:16]4[CH:17]=[C:18]([NH:22][S:23]([C:26]5[CH:31]=[CH:30][CH:29]=[C:28]([F:32])[CH:27]=5)(=[O:25])=[O:24])[CH:19]=[CH:20][CH:21]=4)[CH:5]=[CH:4][N:3]=3)=[CH:44][CH:43]=2)[CH2:40][CH2:41]1)(=[O:35])[CH3:34].[Cl:1][C:2]1[N:7]=[C:6]([C:8]2[S:12][C:11]([CH:13]([CH3:15])[CH3:14])=[N:10][C:9]=2[C:16]2[CH:17]=[C:18]([NH:22][S:23]([C:26]3[CH:31]=[CH:30][CH:29]=[C:28]([F:32])[CH:27]=3)(=[O:24])=[O:25])[CH:19]=[CH:20][CH:21]=2)[CH:5]=[CH:4][N:3]=1. The catalyst class is: 41. (2) The catalyst class is: 2. Reactant: [F:1][C:2]([F:41])([F:40])[C:3]1[CH:4]=[C:5]([C@H:13]([OH:39])[C@@H:14]([NH:16][CH2:17][C:18]2[CH:23]=[C:22]([C:24]([F:27])([F:26])[F:25])[CH:21]=[CH:20][C:19]=2[C:28]2[CH:33]=[C:32]([CH:34]([CH3:36])[CH3:35])[CH:31]=[CH:30][C:29]=2[O:37][CH3:38])[CH3:15])[CH:6]=[C:7]([C:9]([F:12])([F:11])[F:10])[CH:8]=1.[O:42](C(OC(C)(C)C)=O)[C:43]([O:45][C:46]([CH3:49])([CH3:48])[CH3:47])=O. Product: [C:46]([O:45][C:43](=[O:42])[N:16]([C@@H:14]([CH3:15])[C@H:13]([C:5]1[CH:4]=[C:3]([C:2]([F:40])([F:41])[F:1])[CH:8]=[C:7]([C:9]([F:11])([F:10])[F:12])[CH:6]=1)[OH:39])[CH2:17][C:18]1[CH:23]=[C:22]([C:24]([F:25])([F:26])[F:27])[CH:21]=[CH:20][C:19]=1[C:28]1[CH:33]=[C:32]([CH:34]([CH3:35])[CH3:36])[CH:31]=[CH:30][C:29]=1[O:37][CH3:38])([CH3:49])([CH3:48])[CH3:47].